Task: Predict the reactants needed to synthesize the given product.. Dataset: Full USPTO retrosynthesis dataset with 1.9M reactions from patents (1976-2016) (1) The reactants are: [S:1]1[CH:5]=[CH:4][N:3]=[C:2]1[C:6]1[CH:7]=[C:8]([N:12]2[C:16]3[CH:17]=[CH:18][C:19]([CH2:21][NH2:22])=[CH:20][C:15]=3[N:14]=[CH:13]2)[CH:9]=[CH:10][CH:11]=1.[CH:23](O)=[O:24]. Given the product [S:1]1[CH:5]=[CH:4][N:3]=[C:2]1[C:6]1[CH:7]=[C:8]([N:12]2[C:16]3[CH:17]=[CH:18][C:19]([CH2:21][NH:22][CH:23]=[O:24])=[CH:20][C:15]=3[N:14]=[CH:13]2)[CH:9]=[CH:10][CH:11]=1, predict the reactants needed to synthesize it. (2) Given the product [CH3:31][O:30][C:28]([CH2:27][CH2:26][NH:25][C:21]([CH:22]=[CH:23][C:2]1[CH:11]=[CH:10][C:9]2[NH:8][C:7](=[O:12])[C:6]3[NH:13][CH:14]=[CH:15][C:5]=3[C:4]=2[CH:3]=1)=[O:24])=[O:29].[CH2:16]([C:18]([O-:20])=[O:19])[CH3:17], predict the reactants needed to synthesize it. The reactants are: Br[C:2]1[CH:11]=[CH:10][C:9]2[NH:8][C:7](=[O:12])[C:6]3[NH:13][CH:14]=[CH:15][C:5]=3[C:4]=2[CH:3]=1.[CH2:16]([C:18]([O-:20])=[O:19])[CH3:17].[C:21]([NH:25][CH2:26][CH2:27][C:28]([O:30][CH3:31])=[O:29])(=[O:24])[CH:22]=[CH2:23].